Predict the product of the given reaction. From a dataset of Forward reaction prediction with 1.9M reactions from USPTO patents (1976-2016). (1) Given the reactants N#N.[CH3:3][O:4][CH2:5][C:6]1[S:7][CH:8]=[C:9]([CH2:11][N:12]2[N:16]=[C:15]([N+:17]([O-])=O)[CH:14]=[N:13]2)[N:10]=1.[NH4+].[Cl-], predict the reaction product. The product is: [CH3:3][O:4][CH2:5][C:6]1[S:7][CH:8]=[C:9]([CH2:11][N:12]2[N:16]=[C:15]([NH2:17])[CH:14]=[N:13]2)[N:10]=1. (2) Given the reactants [CH2:1]([O:8][C:9](=[O:33])[C@H:10]([NH:25][C:26]([O:28][C:29]([CH3:32])([CH3:31])[CH3:30])=[O:27])[CH2:11][CH2:12][C:13](=O)[NH:14][C:15]1[CH:20]=[C:19]([CH3:21])[C:18]([CH3:22])=[CH:17][C:16]=1[NH2:23])[C:2]1[CH:7]=[CH:6][CH:5]=[CH:4][CH:3]=1.[CH:34]1([CH:40]=O)[CH2:39][CH2:38][CH2:37][CH2:36][CH2:35]1.C(O[BH-](OC(=O)C)OC(=O)C)(=O)C.[Na+].C(Cl)(Cl)Cl, predict the reaction product. The product is: [CH2:1]([O:8][C:9](=[O:33])[C@H:10]([NH:25][C:26]([O:28][C:29]([CH3:32])([CH3:31])[CH3:30])=[O:27])[CH2:11][CH2:12][C:13]1[N:23]([CH2:40][CH:34]2[CH2:39][CH2:38][CH2:37][CH2:36][CH2:35]2)[C:16]2[CH:17]=[C:18]([CH3:22])[C:19]([CH3:21])=[CH:20][C:15]=2[N:14]=1)[C:2]1[CH:7]=[CH:6][CH:5]=[CH:4][CH:3]=1. (3) The product is: [F:45][C@@H:43]1[CH2:42][N:41]([C:46]([O:48][C:49]([CH3:52])([CH3:51])[CH3:50])=[O:47])[C@@H:40]([C:38]2[NH:30][C:29](=[O:31])[C:32]3[O:33][C:34]4[CH:56]=[CH:55][C:54]([O:57][CH3:58])=[CH:53][C:35]=4[C:36]=3[N:37]=2)[CH2:44]1. Given the reactants BrC1C=CC2OC3C(=O)NC(C4CCN(C(OC(C)(C)C)=O)CC4)=NC=3C=2C=1.[C:29]([C:32]1[O:33][C:34]2[CH:56]=[CH:55][C:54]([O:57][CH3:58])=[CH:53][C:35]=2[C:36]=1[NH:37][C:38]([C@H:40]1[CH2:44][C@H:43]([F:45])[CH2:42][N:41]1[C:46]([O:48][C:49]([CH3:52])([CH3:51])[CH3:50])=[O:47])=O)(=[O:31])[NH2:30].BrC1C=CC2OC(C(=O)N)=C(NC(C3CCN(C(OC(C)(C)C)=O)CC3)=O)C=2C=1, predict the reaction product. (4) Given the reactants [CH2:1]1[C:3]2([CH2:7][C@@H:6]([CH2:8][OH:9])[NH:5][CH2:4]2)[CH2:2]1.[C:10](O[C:10]([O:12][C:13]([CH3:16])([CH3:15])[CH3:14])=[O:11])([O:12][C:13]([CH3:16])([CH3:15])[CH3:14])=[O:11], predict the reaction product. The product is: [OH:9][CH2:8][C@@H:6]1[CH2:7][C:3]2([CH2:2][CH2:1]2)[CH2:4][N:5]1[C:10]([O:12][C:13]([CH3:16])([CH3:15])[CH3:14])=[O:11]. (5) Given the reactants [NH2:1][C:2]1[CH:3]=[C:4]([CH2:8][C:9]([OH:11])=[O:10])[CH:5]=[CH:6][CH:7]=1.S(Cl)(Cl)=O.ClCCl.Cl.[CH2:20](O)[CH3:21], predict the reaction product. The product is: [CH2:20]([O:10][C:9](=[O:11])[CH2:8][C:4]1[CH:5]=[CH:6][CH:7]=[C:2]([NH2:1])[CH:3]=1)[CH3:21]. (6) Given the reactants [C:1]([O:5][C:6](=[O:19])[C:7]1[CH:12]=[CH:11][C:10]([CH:13]([OH:18])[C:14]([O:16][CH3:17])=[O:15])=[CH:9][CH:8]=1)([CH3:4])([CH3:3])[CH3:2].[CH3:20]I, predict the reaction product. The product is: [CH3:20][O:18][CH:13]([C:10]1[CH:11]=[CH:12][C:7]([C:6]([O:5][C:1]([CH3:4])([CH3:2])[CH3:3])=[O:19])=[CH:8][CH:9]=1)[C:14]([O:16][CH3:17])=[O:15]. (7) The product is: [N:16]1[CH:21]=[CH:20][CH:19]=[CH:18][C:17]=1[C:2]1[CH:15]=[CH:14][C:5]([CH2:6][N:7]2[C:11](=[O:12])[CH2:10][O:9][C:8]2=[O:13])=[CH:4][CH:3]=1. Given the reactants Br[C:2]1[CH:15]=[CH:14][C:5]([CH2:6][N:7]2[C:11](=[O:12])[CH2:10][O:9][C:8]2=[O:13])=[CH:4][CH:3]=1.[N:16]1[CH:21]=[CH:20][CH:19]=[CH:18][C:17]=1[Sn](CCCC)(CCCC)CCCC.[Cl-].[Li+], predict the reaction product.